Predict the product of the given reaction. From a dataset of Forward reaction prediction with 1.9M reactions from USPTO patents (1976-2016). (1) Given the reactants [OH:1][C@H:2]([C:4]1[NH:5][C:6](=[O:19])[C:7]2[CH:12]=[N:11][N:10]([CH:13]3[CH2:18][CH2:17][O:16][CH2:15][CH2:14]3)[C:8]=2[N:9]=1)[CH3:3].C(N(CC)CC)C.[CH3:27][S:28](Cl)(=[O:30])=[O:29], predict the reaction product. The product is: [CH3:27][S:28]([O:1][C@H:2]([C:4]1[NH:5][C:6](=[O:19])[C:7]2[CH:12]=[N:11][N:10]([CH:13]3[CH2:14][CH2:15][O:16][CH2:17][CH2:18]3)[C:8]=2[N:9]=1)[CH3:3])(=[O:30])=[O:29]. (2) Given the reactants [CH3:1][C:2]1[N:6]=[C:5]([C:7]2[CH:12]=[CH:11][C:10]([N:13]3[CH:22]=[C:21]4[C:15]([CH2:16][CH2:17][NH:18][CH2:19][CH2:20]4)=[N:14]3)=[CH:9][CH:8]=2)[O:4][N:3]=1.[CH3:23][CH:24]([CH3:27])[CH:25]=O.C(O[BH-](OC(=O)C)OC(=O)C)(=O)C.[Na+], predict the reaction product. The product is: [CH3:1][C:2]1[N:6]=[C:5]([C:7]2[CH:12]=[CH:11][C:10]([N:13]3[CH:22]=[C:21]4[C:15]([CH2:16][CH2:17][N:18]([CH2:23][CH:24]([CH3:27])[CH3:25])[CH2:19][CH2:20]4)=[N:14]3)=[CH:9][CH:8]=2)[O:4][N:3]=1. (3) Given the reactants OO.C(OC(C(F)(F)F)=O)(C(F)(F)F)=[O:4].[N:16]1([CH2:23][CH2:24][NH:25][C:26]2[N:27]=[N+:28]([O-:39])[C:29]3[CH:38]=[C:37]4[C:33]([CH2:34][CH2:35][CH2:36]4)=[CH:32][C:30]=3[N:31]=2)[CH2:22][CH2:21][CH2:20][CH2:19][CH2:18][CH2:17]1.C(O)(C(F)(F)F)=O, predict the reaction product. The product is: [N:16]1([CH2:23][CH2:24][NH:25][C:26]2[N:27]=[N+:28]([O-:39])[C:29]3[CH:38]=[C:37]4[C:33]([CH2:34][CH2:35][CH2:36]4)=[CH:32][C:30]=3[N+:31]=2[O-:4])[CH2:17][CH2:18][CH2:19][CH2:20][CH2:21][CH2:22]1. (4) Given the reactants [Cl:1][C:2]1[C:11]2[C:6](=[CH:7][CH:8]=[CH:9][CH:10]=2)[CH:5]=[C:4]([C:12]2[CH:17]=[CH:16][C:15]([O:18][CH3:19])=[CH:14][CH:13]=2)[N:3]=1.[NH:20]1[CH:24]=[CH:23][N:22]=[CH:21]1.[H-].[Na+], predict the reaction product. The product is: [ClH:1].[N:20]1([C:2]2[C:11]3[C:6](=[CH:7][CH:8]=[CH:9][CH:10]=3)[CH:5]=[C:4]([C:12]3[CH:17]=[CH:16][C:15]([O:18][CH3:19])=[CH:14][CH:13]=3)[N:3]=2)[CH:24]=[CH:23][N:22]=[CH:21]1. (5) Given the reactants [O:1]=[O+][O-].C([C:6](=P(C1C=CC=CC=1)(C1C=CC=CC=1)C1C=CC=CC=1)[C:7]([C@@H:9]([NH:14][C:15](=[O:35])[O:16][C@H:17]([CH2:22][C:23]1[O:24][C:25]([C:28]2[CH:33]=[CH:32][C:31]([F:34])=[CH:30][CH:29]=2)=[N:26][N:27]=1)[C:18]([CH3:21])([CH3:20])[CH3:19])[CH2:10][CH2:11][CH2:12][CH3:13])=[O:8])#N.[NH2:55][C:56]1[CH:61]=[CH:60][CH:59]=[CH:58][N:57]=1, predict the reaction product. The product is: [O:1]=[C:6]([NH:55][C:56]1[CH:61]=[CH:60][CH:59]=[CH:58][N:57]=1)[C:7]([C@@H:9]([NH:14][C:15](=[O:35])[O:16][C@H:17]([CH2:22][C:23]1[O:24][C:25]([C:28]2[CH:29]=[CH:30][C:31]([F:34])=[CH:32][CH:33]=2)=[N:26][N:27]=1)[C:18]([CH3:19])([CH3:20])[CH3:21])[CH2:10][CH2:11][CH2:12][CH3:13])=[O:8]. (6) Given the reactants [NH:1]([C:3]1[CH:8]=[C:7]([C:9]#[N:10])[CH:6]=[CH:5][N:4]=1)[NH2:2].C([O:13][C:14](=O)[CH:15]([C:19]1[CH:24]=[CH:23][CH:22]=[CH:21][CH:20]=1)[C:16](=O)[CH3:17])C, predict the reaction product. The product is: [OH:13][C:14]1[N:1]([C:3]2[CH:8]=[C:7]([C:9]#[N:10])[CH:6]=[CH:5][N:4]=2)[N:2]=[C:16]([CH3:17])[C:15]=1[C:19]1[CH:24]=[CH:23][CH:22]=[CH:21][CH:20]=1.